This data is from Forward reaction prediction with 1.9M reactions from USPTO patents (1976-2016). The task is: Predict the product of the given reaction. (1) The product is: [CH3:20][C:17]1[N:16]=[N:15][C:14]([C:11](=[O:13])[CH2:12][C:21](=[O:26])[C:22]([O:24][CH3:25])=[O:23])=[CH:19][CH:18]=1. Given the reactants C[Si]([N-][Si](C)(C)C)(C)C.[Li+].[C:11]([C:14]1[N:15]=[N:16][C:17]([CH3:20])=[CH:18][CH:19]=1)(=[O:13])[CH3:12].[C:21](OC)(=[O:26])[C:22]([O:24][CH3:25])=[O:23].O, predict the reaction product. (2) Given the reactants [F:1][C:2]([F:15])([F:14])[C:3]1[CH:4]=[C:5]2[C:10](=[CH:11][CH:12]=1)[N:9]=[CH:8][NH:7][C:6]2=O.P(Cl)(Cl)(Cl)(Cl)Cl.FC(F)(F)C1C=C(C=CC=1)C(NCC(O)=O)=O.[CH2:39]([O:42][C@@H:43]1[CH2:47][N:46]([CH:48]2[CH2:53][CH2:52][O:51][CH2:50][CH2:49]2)[CH2:45][C@H:44]1[NH:54][C:55](=[O:65])[CH2:56][NH:57]C(=O)OC(C)(C)C)[CH:40]=[CH2:41].C1CCN2C(=NCCC2)CC1, predict the reaction product. The product is: [CH2:39]([O:42][CH:43]1[CH2:47][N:46]([CH:48]2[CH2:53][CH2:52][O:51][CH2:50][CH2:49]2)[CH2:45][C@@H:44]1[NH:54][C:55](=[O:65])[CH2:56][NH:57][C:6]1[C:5]2[C:10](=[CH:11][CH:12]=[C:3]([C:2]([F:15])([F:14])[F:1])[CH:4]=2)[N:9]=[CH:8][N:7]=1)[CH:40]=[CH2:41]. (3) Given the reactants [F:1][C:2]1[CH:7]=[CH:6][CH:5]=[CH:4][C:3]=1[C@H:8]1[CH2:13][NH:12][C:11](=[O:14])[C@@H:10]([NH:15][C:16](=[O:22])[O:17][C:18]([CH3:21])([CH3:20])[CH3:19])[CH2:9]1.C[Si]([N-][Si](C)(C)C)(C)C.[Li+].FC(F)(F)S(O[CH2:39][C:40]([F:43])([F:42])[F:41])(=O)=O, predict the reaction product. The product is: [F:1][C:2]1[CH:7]=[CH:6][CH:5]=[CH:4][C:3]=1[C@H:8]1[CH2:13][N:12]([CH2:39][C:40]([F:43])([F:42])[F:41])[C:11](=[O:14])[C@@H:10]([NH:15][C:16](=[O:22])[O:17][C:18]([CH3:19])([CH3:21])[CH3:20])[CH2:9]1. (4) Given the reactants [F:1][C:2]1[CH:11]=[C:10]2[C:5]([C:6](O)=[N:7][CH:8]=[N:9]2)=[CH:4][C:3]=1[N+:13]([O-:15])=[O:14].O=P(Cl)(Cl)[Cl:18], predict the reaction product. The product is: [Cl:18][C:6]1[C:5]2[C:10](=[CH:11][C:2]([F:1])=[C:3]([N+:13]([O-:15])=[O:14])[CH:4]=2)[N:9]=[CH:8][N:7]=1. (5) Given the reactants [C:1]1([C:21]2[CH:26]=[CH:25][CH:24]=[CH:23][CH:22]=2)[CH:6]=[CH:5][C:4]([O:7][CH2:8][C:9]([NH:11][C:12]2[C:13]([C:17]([O:19]C)=[O:18])=[CH:14][S:15][CH:16]=2)=[O:10])=[CH:3][CH:2]=1.Cl.N1C=CC=CC=1.Cl, predict the reaction product. The product is: [C:1]1([C:21]2[CH:26]=[CH:25][CH:24]=[CH:23][CH:22]=2)[CH:2]=[CH:3][C:4]([O:7][CH2:8][C:9]([NH:11][C:12]2[C:13]([C:17]([OH:19])=[O:18])=[CH:14][S:15][CH:16]=2)=[O:10])=[CH:5][CH:6]=1. (6) Given the reactants [C:1]([O:5][C:6]([N:8]1[CH2:15][CH2:14][C:11]2([O:13][CH2:12]2)[CH2:10][CH2:9]1)=[O:7])([CH3:4])([CH3:3])[CH3:2].[NH:16]1[CH2:21][CH2:20][O:19][CH2:18][CH2:17]1, predict the reaction product. The product is: [C:1]([O:5][C:6]([N:8]1[CH2:15][CH2:14][C:11]([OH:13])([CH2:12][N:16]2[CH2:21][CH2:20][O:19][CH2:18][CH2:17]2)[CH2:10][CH2:9]1)=[O:7])([CH3:4])([CH3:3])[CH3:2].